Dataset: Reaction yield outcomes from USPTO patents with 853,638 reactions. Task: Predict the reaction yield, written as a fraction of the theoretical maximum amount of product (1.0 means a 100% yield; for example, 0.34 means a 34% yield). (1) The reactants are C([C@H:3]([S:7]([C:27]1[CH:32]=[CH:31][CH:30]=[CH:29][CH:28]=1)(=[N:9][C:10]([C:12]1[CH:13]=[N:14][CH:15]=[C:16]([C:18]#[C:19][C:20]2[CH:25]=[CH:24][CH:23]=[C:22]([OH:26])[CH:21]=2)[CH:17]=1)=[O:11])=[O:8])[C:4]([O-:6])=O)C.Cl.[NH2:34][CH2:35][C:36]([NH2:38])=[O:37]. No catalyst specified. The product is [NH2:38][C:36](=[O:37])[CH2:35][NH:34][C:4](=[O:6])[CH2:3][S:7](=[O:8])([C:27]1[CH:32]=[CH:31][CH:30]=[CH:29][CH:28]=1)=[N:9][C:10](=[O:11])[C:12]1[CH:17]=[C:16]([C:18]#[C:19][C:20]2[CH:25]=[CH:24][CH:23]=[C:22]([OH:26])[CH:21]=2)[CH:15]=[N:14][CH:13]=1. The yield is 0.500. (2) The reactants are [Cl:1][C:2]1[CH:7]=[CH:6][C:5]([C@H:8]2[C@H:13]([OH:14])[C@@H:12]([OH:15])[C@H:11]([OH:16])[C@@H:10]([CH2:17]I)[O:9]2)=[CH:4][C:3]=1[CH2:19][C:20]1[S:21][C:22]([C:25]2[O:26][CH:27]=[CH:28][CH:29]=2)=[CH:23][N:24]=1.N(CC)CC. The catalyst is CO.[Ni]. The product is [Cl:1][C:2]1[CH:7]=[CH:6][C:5]([C@H:8]2[C@H:13]([OH:14])[C@@H:12]([OH:15])[C@H:11]([OH:16])[C@@H:10]([CH3:17])[O:9]2)=[CH:4][C:3]=1[CH2:19][C:20]1[S:21][C:22]([C:25]2[O:26][CH:27]=[CH:28][CH:29]=2)=[CH:23][N:24]=1. The yield is 0.310.